Predict the product of the given reaction. From a dataset of Forward reaction prediction with 1.9M reactions from USPTO patents (1976-2016). (1) Given the reactants [F:1][C:2]([F:32])([F:31])[C:3]([C:12]1[CH:27]=[CH:26][C:15]([O:16][C:17]2[CH:18]=[C:19]([CH:23]3[CH2:25][O:24]3)[CH:20]=[CH:21][CH:22]=2)=[C:14]([CH2:28][CH2:29][CH3:30])[CH:13]=1)([O:8][CH2:9][O:10][CH3:11])[C:4]([F:7])([F:6])[F:5].C([BH3-])#N.[Na+].C(=O)([O-])O.[Na+], predict the reaction product. The product is: [F:1][C:2]([F:31])([F:32])[C:3]([C:12]1[CH:27]=[CH:26][C:15]([O:16][C:17]2[CH:18]=[C:19]([CH2:23][CH2:25][OH:24])[CH:20]=[CH:21][CH:22]=2)=[C:14]([CH2:28][CH2:29][CH3:30])[CH:13]=1)([O:8][CH2:9][O:10][CH3:11])[C:4]([F:5])([F:7])[F:6]. (2) Given the reactants [CH2:1]([N:3]([CH3:32])[C:4]1[N:5]=[C:6]([NH:24][C:25]2[CH:30]=[C:29]([CH3:31])[CH:28]=[CH:27][N:26]=2)[C:7]2[N:12]([CH2:13][CH2:14][O:15][CH2:16][C:17]([F:20])([F:19])[F:18])[N:11]=[C:10]([C:21]([OH:23])=O)[C:8]=2[N:9]=1)[CH3:2].Cl.CN(C)CCCN=C=NCC.[CH3:45][S:46]([NH2:49])(=[O:48])=[O:47], predict the reaction product. The product is: [CH2:1]([N:3]([CH3:32])[C:4]1[N:5]=[C:6]([NH:24][C:25]2[CH:30]=[C:29]([CH3:31])[CH:28]=[CH:27][N:26]=2)[C:7]2[N:12]([CH2:13][CH2:14][O:15][CH2:16][C:17]([F:18])([F:19])[F:20])[N:11]=[C:10]([C:21]([NH:49][S:46]([CH3:45])(=[O:48])=[O:47])=[O:23])[C:8]=2[N:9]=1)[CH3:2]. (3) Given the reactants C(N(CC)CC)C.C(O[C:13]([N:15]([CH3:24])[NH:16][C:17]1[CH:22]=[CH:21][CH:20]=[C:19]([F:23])[CH:18]=1)=O)(C)(C)C.[CH3:25][C@:26]12[C:32]([CH3:34])([CH3:33])[C@H:29]([CH2:30][CH2:31]1)[CH:28]([C:35](Cl)=[O:36])C2=O.Cl.O1CCOCC1, predict the reaction product. The product is: [F:23][C:19]1[CH:18]=[C:17]([N:16]2[C:35](=[O:36])[C:28]3[C@@H:29]4[C:32]([CH3:34])([CH3:33])[C@@:26]([CH3:25])([CH2:31][CH2:30]4)[C:13]=3[N:15]2[CH3:24])[CH:22]=[CH:21][CH:20]=1. (4) The product is: [C:34]1([C:44]2[CH:49]=[CH:48][CH:47]=[CH:46][CH:45]=2)[CH:39]=[CH:38][C:37]([S:40]([N:8]2[CH2:12][CH2:11][S:10][CH:9]2[C:13]([NH:59][CH:57]([C:54]2[CH:55]=[CH:56][C:51]([F:50])=[CH:52][CH:53]=2)[CH3:58])=[O:15])(=[O:42])=[O:41])=[CH:36][CH:35]=1. Given the reactants C(OC([N:8]1[CH2:12][CH2:11][S:10][CH:9]1[C:13]([OH:15])=O)=O)(C)(C)C.C1C=CC(/C(/C2C=CC([N+]([O-])=O)=CC=2)=N/O)=CC=1.[C:34]1([C:44]2[CH:49]=[CH:48][CH:47]=[CH:46][CH:45]=2)[CH:39]=[CH:38][C:37]([S:40](Cl)(=[O:42])=[O:41])=[CH:36][CH:35]=1.[F:50][C:51]1[CH:56]=[CH:55][C:54]([CH:57]([NH2:59])[CH3:58])=[CH:53][CH:52]=1, predict the reaction product.